Dataset: Full USPTO retrosynthesis dataset with 1.9M reactions from patents (1976-2016). Task: Predict the reactants needed to synthesize the given product. (1) Given the product [C:1]1([S:7]([NH:11][C:12]2[CH:13]=[C:14]([C:19]3[S:23][C:22]([NH:24][C:25](=[O:27])[CH3:26])=[N:21][C:20]=3[CH2:28][C:29]#[N:30])[CH:15]=[N:16][C:17]=2[Cl:18])(=[O:9])=[O:8])[CH:6]=[CH:5][CH:4]=[CH:3][CH:2]=1, predict the reactants needed to synthesize it. The reactants are: [C:1]1([S:7](Cl)(=[O:9])=[O:8])[CH:6]=[CH:5][CH:4]=[CH:3][CH:2]=1.[NH2:11][C:12]1[CH:13]=[C:14]([C:19]2[S:23][C:22]([NH:24][C:25](=[O:27])[CH3:26])=[N:21][C:20]=2[CH2:28][C:29]#[N:30])[CH:15]=[N:16][C:17]=1[Cl:18].N. (2) Given the product [NH2:15][C:3]1[C:4](=[O:14])[NH:5][C:6](=[S:13])[N:7]([CH2:8][CH2:9][CH2:10][CH2:11][CH3:12])[C:2]=1[NH2:1], predict the reactants needed to synthesize it. The reactants are: [NH2:1][C:2]1[N:7]([CH2:8][CH2:9][CH2:10][CH2:11][CH3:12])[C:6](=[S:13])[NH:5][C:4](=[O:14])[C:3]=1[N:15]=O.N.O.S(S([O-])=O)([O-])=O.[Na+].[Na+]. (3) The reactants are: Br[C:2]1[CH:9]=[CH:8][C:5]([C:6]#[N:7])=[CH:4][CH:3]=1.C([Cu])#N.FC1C=CC(C=C)=CC=1.F[C:23]1[CH:28]=[CH:27][CH:26]=[CH:25][C:24]=1[C:29]([C:31]1[CH:36]=[CH:35][C:34]([O:37][CH3:38])=[CH:33][CH:32]=1)=[O:30]. Given the product [CH3:38][O:37][C:34]1[CH:35]=[CH:36][C:31]([C:29]([C:24]2[CH:25]=[CH:26][CH:27]=[CH:28][C:23]=2[C:2]2[CH:9]=[CH:8][C:5]([C:6]#[N:7])=[CH:4][CH:3]=2)=[O:30])=[CH:32][CH:33]=1, predict the reactants needed to synthesize it. (4) Given the product [NH2:1][C:2]1[N:7]=[C:6]([C:8]2[CH:16]=[CH:15][C:11]3[O:12][CH2:13][O:14][C:10]=3[CH:9]=2)[C:5]([C:17]#[N:18])=[C:4]([O:29][C:23]2[CH:28]=[CH:27][CH:26]=[CH:25][CH:24]=2)[N:3]=1, predict the reactants needed to synthesize it. The reactants are: [NH2:1][C:2]1[N:7]=[C:6]([C:8]2[CH:16]=[CH:15][C:11]3[O:12][CH2:13][O:14][C:10]=3[CH:9]=2)[C:5]([C:17]#[N:18])=[C:4](S(C)(=O)=O)[N:3]=1.[C:23]1([OH:29])[CH:28]=[CH:27][CH:26]=[CH:25][CH:24]=1.C1CCN2C(=NCCC2)CC1. (5) Given the product [F:9][C:8]1[C:2]([F:1])=[CH:3][C:4]([N+:10]([O-:12])=[O:11])=[C:5]2[C:7]=1[CH:14]=[CH:15][CH:17]=[N:6]2, predict the reactants needed to synthesize it. The reactants are: [F:1][C:2]1[C:8]([F:9])=[CH:7][C:5]([NH2:6])=[C:4]([N+:10]([O-:12])=[O:11])[CH:3]=1.O[CH2:14][CH:15]([CH2:17]O)O.[Na+].[N+](C1C=C(S([O-])(=O)=O)C=CC=1)([O-])=O.OS(O)(=O)=O.O.